The task is: Predict the product of the given reaction.. This data is from Forward reaction prediction with 1.9M reactions from USPTO patents (1976-2016). (1) Given the reactants Br[C:2]1[C:7]2[S:8][C:9]([C:11]3[C:16]([F:17])=[CH:15][CH:14]=[CH:13][C:12]=3[Cl:18])=[N:10][C:6]=2[CH:5]=[CH:4][N:3]=1.[CH:19]1([C:22]([NH2:24])=[O:23])[CH2:21][CH2:20]1.CC1(C)C2C(=C(P(C3C=CC=CC=3)C3C=CC=CC=3)C=CC=2)OC2C(P(C3C=CC=CC=3)C3C=CC=CC=3)=CC=CC1=2.C([O-])([O-])=O.[Cs+].[Cs+], predict the reaction product. The product is: [Cl:18][C:12]1[CH:13]=[CH:14][CH:15]=[C:16]([F:17])[C:11]=1[C:9]1[S:8][C:7]2[C:2]([NH:24][C:22]([CH:19]3[CH2:21][CH2:20]3)=[O:23])=[N:3][CH:4]=[CH:5][C:6]=2[N:10]=1. (2) Given the reactants C(N(CC)CC)C.Cl.[NH2:9][C:10]1[C:19]([CH3:20])=[CH:18][C:13]([C:14]([O:16][CH3:17])=[O:15])=[C:12]([CH3:21])[CH:11]=1.[C:22](Cl)(=[O:24])[CH3:23].C(=O)([O-])O.[Na+], predict the reaction product. The product is: [C:22]([NH:9][C:10]1[C:19]([CH3:20])=[CH:18][C:13]([C:14]([O:16][CH3:17])=[O:15])=[C:12]([CH3:21])[CH:11]=1)(=[O:24])[CH3:23]. (3) Given the reactants FC(F)(F)S(O[C@H:7]([CH2:18][C:19]1[CH:24]=[CH:23][CH:22]=[C:21]([CH3:25])[CH:20]=1)[C:8]([O:10][CH2:11][C:12]1[CH:17]=[CH:16][CH:15]=[CH:14][CH:13]=1)=[O:9])(=O)=O.[NH2:28][C:29]1[CH:30]=[C:31]([CH:36]=[CH:37][CH:38]=1)[C:32]([O:34][CH3:35])=[O:33], predict the reaction product. The product is: [CH3:35][O:34][C:32]([C:31]1[CH:30]=[C:29]([NH:28][C@@H:7]([CH2:18][C:19]2[CH:24]=[CH:23][CH:22]=[C:21]([CH3:25])[CH:20]=2)[C:8]([O:10][CH2:11][C:12]2[CH:17]=[CH:16][CH:15]=[CH:14][CH:13]=2)=[O:9])[CH:38]=[CH:37][CH:36]=1)=[O:33]. (4) Given the reactants [Br:1][C:2]1[CH:18]=[CH:17][C:5]([C:6](=[NH:16])[NH:7]OC=CC(OCC)=O)=[C:4]([F:19])[CH:3]=1.CC([O:24]C)(C)C.[C:26]1([O:32][C:33]2[CH:38]=CC=CC=2)C=CC=[CH:28][CH:27]=1, predict the reaction product. The product is: [Br:1][C:2]1[CH:18]=[CH:17][C:5]([C:6]2[NH:7][CH:28]=[C:27]([C:26]([O:32][CH2:33][CH3:38])=[O:24])[N:16]=2)=[C:4]([F:19])[CH:3]=1. (5) Given the reactants [C:1]([O:5][C:6]([NH:8][CH:9]([CH2:13][C:14]1[CH:19]=[CH:18][C:17]([O:20][C:21]2[CH:26]=[CH:25][C:24]([CH2:27][CH2:28][C:29]([O:31][CH3:32])=[O:30])=[CH:23][CH:22]=2)=[CH:16][CH:15]=1)[C:10]([OH:12])=O)=[O:7])([CH3:4])([CH3:3])[CH3:2].[CH2:33]([N:35](CC)[CH2:36]C)C.F[P-](F)(F)(F)(F)F.N1(O[P+](N(C)C)(N(C)C)N(C)C)C2C=CC=CC=2N=N1.CNC, predict the reaction product. The product is: [CH3:32][O:31][C:29](=[O:30])[CH2:28][CH2:27][C:24]1[CH:23]=[CH:22][C:21]([O:20][C:17]2[CH:18]=[CH:19][C:14]([CH2:13][CH:9]([NH:8][C:6]([O:5][C:1]([CH3:3])([CH3:4])[CH3:2])=[O:7])[C:10](=[O:12])[N:35]([CH3:36])[CH3:33])=[CH:15][CH:16]=2)=[CH:26][CH:25]=1. (6) Given the reactants N1C=CC=CC=1[C:7]1[CH:12]=[CH:11]C=CN=1.ClC(Cl)C.[C:17]([Si:21]([C:60]1[CH:65]=[CH:64][CH:63]=[CH:62][CH:61]=1)([C:54]1[CH:59]=[CH:58][CH:57]=[CH:56][CH:55]=1)[O:22][CH2:23][C:24]([NH:31][C:32]([C:34]1[N:38]2[CH:39]=[CH:40][CH:41]=[C:42]([O:43][CH2:44][C:45]3[C:50]([F:51])=[CH:49][CH:48]=[CH:47][C:46]=3[F:52])[C:37]2=[N:36][C:35]=1[CH3:53])=[O:33])([C:26]1[N:27]=[N:28][NH:29][N:30]=1)[CH3:25])([CH3:20])([CH3:19])[CH3:18].C1(B(O)O)CC1.C(=O)([O-])[O-].[Na+].[Na+].[Cl-].[NH4+], predict the reaction product. The product is: [C:17]([Si:21]([C:54]1[CH:59]=[CH:58][CH:57]=[CH:56][CH:55]=1)([C:60]1[CH:61]=[CH:62][CH:63]=[CH:64][CH:65]=1)[O:22][CH2:23][C:24]([NH:31][C:32]([C:34]1[N:38]2[CH:39]=[CH:40][CH:41]=[C:42]([O:43][CH2:44][C:45]3[C:50]([F:51])=[CH:49][CH:48]=[CH:47][C:46]=3[F:52])[C:37]2=[N:36][C:35]=1[CH3:53])=[O:33])([C:26]1[N:27]=[N:28][N:29]([CH:11]2[CH2:12][CH2:7]2)[N:30]=1)[CH3:25])([CH3:18])([CH3:19])[CH3:20]. (7) Given the reactants [F:1][C:2]([F:34])([F:33])[O:3][C:4]1[CH:9]=[CH:8][CH:7]=[CH:6][C:5]=1[NH:10][C:11](=[O:32])[NH:12][C:13]1[CH:18]=[CH:17][C:16]([C:19]2[N:23]3[CH:24]=[CH:25][N:26]=[C:27]([C:28]([O:30]C)=[O:29])[C:22]3=[N:21][N:20]=2)=[CH:15][CH:14]=1.C[Si](C)(C)[O-].[K+].Cl, predict the reaction product. The product is: [F:34][C:2]([F:1])([F:33])[O:3][C:4]1[CH:9]=[CH:8][CH:7]=[CH:6][C:5]=1[NH:10][C:11](=[O:32])[NH:12][C:13]1[CH:14]=[CH:15][C:16]([C:19]2[N:23]3[CH:24]=[CH:25][N:26]=[C:27]([C:28]([OH:30])=[O:29])[C:22]3=[N:21][N:20]=2)=[CH:17][CH:18]=1.